Predict the reaction yield, written as a fraction of the theoretical maximum amount of product (1.0 means a 100% yield; for example, 0.34 means a 34% yield). From a dataset of Reaction yield outcomes from USPTO patents with 853,638 reactions. (1) The reactants are [C:1]12([O:11][CH2:12][CH2:13][O:14][CH2:15][CH2:16][O:17][CH2:18][CH2:19][O:20][CH2:21][CH2:22][OH:23])[CH2:10][CH:5]3[CH2:6][CH:7]([CH2:9][CH:3]([CH2:4]3)[CH2:2]1)[CH2:8]2.[CH3:24][S:25](Cl)(=[O:27])=[O:26].CCN(CC)CC.CCOC(C)=O. The catalyst is Cl. The product is [CH3:24][S:25]([O:23][CH2:22][CH2:21][O:20][CH2:19][CH2:18][O:17][CH2:16][CH2:15][O:14][CH2:13][CH2:12][O:11][C:1]12[CH2:8][CH:7]3[CH2:9][CH:3]([CH2:4][CH:5]([CH2:6]3)[CH2:10]1)[CH2:2]2)(=[O:27])=[O:26]. The yield is 0.820. (2) The reactants are [OH:1][C:2]1[C:3]([CH3:11])=[C:4]([CH:8]=[CH:9][CH:10]=1)[C:5]([OH:7])=[O:6].[H-].[Na+].[CH2:14](Br)[C:15]1[CH:20]=[CH:19][CH:18]=[CH:17][CH:16]=1.O. The catalyst is O1CCCC1.CN(C)C=O. The product is [CH2:14]([O:1][C:2]1[C:3]([CH3:11])=[C:4]([CH:8]=[CH:9][CH:10]=1)[C:5]([OH:7])=[O:6])[C:15]1[CH:20]=[CH:19][CH:18]=[CH:17][CH:16]=1. The yield is 0.730. (3) The product is [C:1]([O:5][C:6]([N:8]1[CH2:12][CH2:11][CH2:10][C@H:9]1[CH2:13][NH:14][C:15]1[C:16]([O:22][C:23]2[CH:28]=[CH:27][C:26]([O:29][CH3:30])=[CH:25][CH:24]=2)=[N:17][C:18]([C:31]#[N:32])=[N:19][CH:20]=1)=[O:7])([CH3:4])([CH3:3])[CH3:2]. The catalyst is [C-]#N.[C-]#N.[Zn+2].C1C=CC([P]([Pd]([P](C2C=CC=CC=2)(C2C=CC=CC=2)C2C=CC=CC=2)([P](C2C=CC=CC=2)(C2C=CC=CC=2)C2C=CC=CC=2)[P](C2C=CC=CC=2)(C2C=CC=CC=2)C2C=CC=CC=2)(C2C=CC=CC=2)C2C=CC=CC=2)=CC=1. The reactants are [C:1]([O:5][C:6]([N:8]1[CH2:12][CH2:11][CH2:10][C@H:9]1[CH2:13][NH:14][C:15]1[C:16]([O:22][C:23]2[CH:28]=[CH:27][C:26]([O:29][CH3:30])=[CH:25][CH:24]=2)=[N:17][C:18](Cl)=[N:19][CH:20]=1)=[O:7])([CH3:4])([CH3:3])[CH3:2].[CH3:31][N:32](C=O)C. The yield is 0.150. (4) The reactants are [CH:1]([C:3]1[CH:4]=[C:5]2[C:9](=[CH:10][CH:11]=1)[NH:8][CH:7]=[CH:6]2)=[CH2:2].[C:12](O[C:12]([O:14][C:15]([CH3:18])([CH3:17])[CH3:16])=[O:13])([O:14][C:15]([CH3:18])([CH3:17])[CH3:16])=[O:13]. The catalyst is C(#N)C.CN(C1C=CN=CC=1)C.C(Cl)Cl. The product is [C:15]([O:14][C:12]([N:8]1[C:9]2[C:5](=[CH:4][C:3]([CH:1]=[CH2:2])=[CH:11][CH:10]=2)[CH:6]=[CH:7]1)=[O:13])([CH3:18])([CH3:17])[CH3:16]. The yield is 0.590. (5) The reactants are [Br:1][C:2]1[CH:7]=[CH:6][C:5]([C@H:8]([NH2:10])[CH3:9])=[CH:4][CH:3]=1.[C:11](OC(=O)C)(=[O:13])[CH3:12].N1C=CC=CC=1. The catalyst is C(Cl)Cl. The product is [Br:1][C:2]1[CH:7]=[CH:6][C:5]([C@H:8]([NH:10][C:11](=[O:13])[CH3:12])[CH3:9])=[CH:4][CH:3]=1. The yield is 1.00. (6) The reactants are C(OC(=O)[NH:10][CH2:11][CH2:12][CH2:13][CH2:14][C:15]1[CH:20]=[CH:19][C:18]([O:21][CH2:22][CH2:23][CH2:24][C:25]2[NH:29][N:28]=[N:27][N:26]=2)=[CH:17][CH:16]=1)C1C=CC=CC=1. The yield is 0.990. The product is [NH:29]1[C:25]([CH2:24][CH2:23][CH2:22][O:21][C:18]2[CH:19]=[CH:20][C:15]([CH2:14][CH2:13][CH2:12][CH2:11][NH2:10])=[CH:16][CH:17]=2)=[N:26][N:27]=[N:28]1. The catalyst is CO.ClCCl.[Pd]. (7) The reactants are Cl[C:2]1[CH:7]=[CH:6][C:5]([N+:8]([O-:10])=[O:9])=[CH:4][N:3]=1.[H-].[Na+].[N:13]1([CH2:18][CH2:19][OH:20])[CH:17]=[CH:16][N:15]=[N:14]1.O. The catalyst is C1COCC1. The product is [N:13]1([CH2:18][CH2:19][O:20][C:2]2[CH:7]=[CH:6][C:5]([N+:8]([O-:10])=[O:9])=[CH:4][N:3]=2)[CH:17]=[CH:16][N:15]=[N:14]1. The yield is 0.900.